The task is: Predict the reactants needed to synthesize the given product.. This data is from Full USPTO retrosynthesis dataset with 1.9M reactions from patents (1976-2016). (1) The reactants are: [C:1]([N:8]1[CH2:13][CH2:12][CH:11]([C:14]([OH:16])=O)[CH2:10][CH2:9]1)([O:3][C:4]([CH3:7])([CH3:6])[CH3:5])=[O:2].C1N=CN(C(N2C=NC=C2)=O)C=1.Cl.[CH3:30][NH:31][O:32][CH3:33]. Given the product [C:4]([O:3][C:1]([N:8]1[CH2:9][CH2:10][CH:11]([C:14](=[O:16])[N:31]([O:32][CH3:33])[CH3:30])[CH2:12][CH2:13]1)=[O:2])([CH3:5])([CH3:6])[CH3:7], predict the reactants needed to synthesize it. (2) Given the product [CH3:8][C:7]1[CH:6]=[C:5]([CH2:9][CH2:10][C:11](=[O:12])[C:13]2[S:14][C:15]([C:18]3[CH:19]=[CH:20][C:21]([C:24]([F:27])([F:25])[F:26])=[CH:22][CH:23]=3)=[CH:16][CH:17]=2)[CH:4]=[C:3]([CH3:28])[C:2]=1[O:1][C:30]([CH3:39])([CH3:38])[C:31]([O:33][C:34]([CH3:37])([CH3:36])[CH3:35])=[O:32], predict the reactants needed to synthesize it. The reactants are: [OH:1][C:2]1[C:7]([CH3:8])=[CH:6][C:5]([CH2:9][CH2:10][C:11]([C:13]2[S:14][C:15]([C:18]3[CH:23]=[CH:22][C:21]([C:24]([F:27])([F:26])[F:25])=[CH:20][CH:19]=3)=[CH:16][CH:17]=2)=[O:12])=[CH:4][C:3]=1[CH3:28].Br[C:30]([CH3:39])([CH3:38])[C:31]([O:33][C:34]([CH3:37])([CH3:36])[CH3:35])=[O:32].C(=O)([O-])[O-].[K+].[K+]. (3) Given the product [C:1]([C:5]1[CH:10]=[CH:9][C:8]([S:11]([N:14]([C:15]2[CH:16]=[N:17][C:18]([CH3:21])=[CH:19][CH:20]=2)[CH2:22][C:23]([N:28]([CH2:26][CH3:27])[CH2:29][C:30]2[CH:35]=[CH:34][CH:33]=[C:32]([CH3:36])[N:31]=2)=[O:24])(=[O:13])=[O:12])=[CH:7][CH:6]=1)([CH3:4])([CH3:2])[CH3:3], predict the reactants needed to synthesize it. The reactants are: [C:1]([C:5]1[CH:10]=[CH:9][C:8]([S:11]([N:14]([CH2:22][C:23](O)=[O:24])[C:15]2[CH:16]=[N:17][C:18]([CH3:21])=[CH:19][CH:20]=2)(=[O:13])=[O:12])=[CH:7][CH:6]=1)([CH3:4])([CH3:3])[CH3:2].[CH2:26]([NH:28][CH2:29][C:30]1[CH:35]=[CH:34][CH:33]=[C:32]([CH3:36])[N:31]=1)[CH3:27].